Dataset: Full USPTO retrosynthesis dataset with 1.9M reactions from patents (1976-2016). Task: Predict the reactants needed to synthesize the given product. (1) Given the product [CH2:31]([Cl:30])[CH2:32][CH2:33][CH2:34][C:15]#[C:16]/[CH:17]=[CH:18]\[CH2:19][CH3:14], predict the reactants needed to synthesize it. The reactants are: [C:14]1(P([C:14]2[CH:19]=[CH:18][CH:17]=[CH:16][CH:15]=2)[C:14]2[CH:19]=[CH:18][CH:17]=[CH:16][CH:15]=2)[CH:19]=[CH:18][CH:17]=[CH:16][CH:15]=1.CCCBr.CC(C)([O-])C.[K+].[Cl:30][CH2:31][CH2:32][CH2:33][CH2:34]C#CC=O. (2) Given the product [CH3:29][C@@H:12]1[C@@:11]([C:7]2[CH:6]=[C:5]([OH:4])[CH:10]=[CH:9][CH:8]=2)([CH3:30])[CH2:16][CH2:15][NH:14][CH2:13]1, predict the reactants needed to synthesize it. The reactants are: CO.O.[OH:4][C:5]1[CH:6]=[C:7]([C:11]2([CH3:30])[CH2:16][CH2:15][N:14](CC(CC3C=CC=CC=3)C(O)=O)[CH2:13][CH:12]2[CH3:29])[CH:8]=[CH:9][CH:10]=1. (3) Given the product [OH:18][N:17]([CH3:16])[C:13](=[NH:14])[C:12]1[CH:11]=[CH:10][CH:9]=[CH:8][C:7]=1[N:6]1[CH2:1][CH2:19][O:22][CH2:4][CH2:5]1, predict the reactants needed to synthesize it. The reactants are: [CH2:1]1[N:6]([C:7]2[C:12]([C:13]#[N:14])=[CH:11][CH:10]=[CH:9][CH:8]=2)[CH2:5][CH2:4]OC1.Cl.[CH3:16][NH:17][OH:18].[C:19](=[O:22])([O-])[O-].[Na+].[Na+]. (4) Given the product [CH:30]1([CH2:33][N:3]([C@@H:4]2[CH2:6][C@H:5]2[C:7]2[CH:24]=[CH:23][CH:22]=[C:9]([C:10](=[O:11])[NH:12][C:13]3[CH:14]=[N:15][N:16]([CH2:18][CH:19]4[CH2:20][CH2:21]4)[CH:17]=3)[CH:8]=2)[C:45](=[O:46])[O:47][C:48]([CH3:49])([CH3:50])[CH3:51])[CH2:32][CH2:31]1, predict the reactants needed to synthesize it. The reactants are: Cl.Cl.[NH2:3][C@@H:4]1[CH2:6][C@H:5]1[C:7]1[CH:8]=[C:9]([CH:22]=[CH:23][CH:24]=1)[C:10]([NH:12][C:13]1[CH:14]=[N:15][N:16]([CH2:18][CH:19]2[CH2:21][CH2:20]2)[CH:17]=1)=[O:11].C(=O)([O-])O.[Na+].[CH:30]1([CH:33]=O)[CH2:32][CH2:31]1.[BH4-].[Na+].[C:45](O[C:45]([O:47][C:48]([CH3:51])([CH3:50])[CH3:49])=[O:46])([O:47][C:48]([CH3:51])([CH3:50])[CH3:49])=[O:46].